From a dataset of Catalyst prediction with 721,799 reactions and 888 catalyst types from USPTO. Predict which catalyst facilitates the given reaction. (1) Reactant: [CH2:1]([O:8][C:9]([NH:11][C:12]1[C:13]([CH3:40])=[C:14]([C:18]2[C:30]3[C:29]4[C:24](=[CH:25][C:26]([O:31][CH:32]5[CH2:36][CH2:35][O:34][CH2:33]5)=[CH:27][CH:28]=4)[NH:23][C:22]=3[C:21]([C:37](O)=[O:38])=[N:20][CH:19]=2)[CH:15]=[CH:16][CH:17]=1)=[O:10])[C:2]1[CH:7]=[CH:6][CH:5]=[CH:4][CH:3]=1.[Cl-].[NH4+].C([N:46](CC)C(C)C)(C)C.F[P-](F)(F)(F)(F)F.N1(O[P+](N(C)C)(N(C)C)N(C)C)C2C=CC=CC=2N=N1.CN1CCOCC1. Product: [C:37]([C:21]1[C:22]2[NH:23][C:24]3[C:29]([C:30]=2[C:18]([C:14]2[C:13]([CH3:40])=[C:12]([NH:11][C:9](=[O:10])[O:8][CH2:1][C:2]4[CH:7]=[CH:6][CH:5]=[CH:4][CH:3]=4)[CH:17]=[CH:16][CH:15]=2)=[CH:19][N:20]=1)=[CH:28][CH:27]=[C:26]([O:31][CH:32]1[CH2:36][CH2:35][O:34][CH2:33]1)[CH:25]=3)(=[O:38])[NH2:46]. The catalyst class is: 35. (2) Reactant: Cl[Sn]Cl.[N+:4]([C:7]1[CH:8]=[C:9]([C:21]#[C:22][C:23]2[CH:28]=[CH:27][CH:26]=[CH:25][CH:24]=2)[CH:10]=[C:11]([C:13]#[C:14][C:15]2[CH:20]=[CH:19][CH:18]=[CH:17][CH:16]=2)[CH:12]=1)([O-])=O.Cl. Product: [C:15]1([C:14]#[C:13][C:11]2[CH:12]=[C:7]([CH:8]=[C:9]([C:21]#[C:22][C:23]3[CH:28]=[CH:27][CH:26]=[CH:25][CH:24]=3)[CH:10]=2)[NH2:4])[CH:16]=[CH:17][CH:18]=[CH:19][CH:20]=1. The catalyst class is: 1. (3) Reactant: [Cl:1][C:2]1[C:3]([F:29])=[C:4]([CH:26]=[CH:27][CH:28]=1)[NH:5][C:6]1[C:15]2[C:10](=[CH:11][C:12]([O:24][CH3:25])=[C:13]([O:16][CH2:17][CH:18]3[CH2:23][CH2:22][NH:21][CH2:20][CH2:19]3)[CH:14]=2)[N:9]=[CH:8][N:7]=1.C(=O)([O-])[O-].[K+].[K+].Br[CH2:37][CH2:38][O:39][CH3:40]. Product: [Cl:1][C:2]1[C:3]([F:29])=[C:4]([CH:26]=[CH:27][CH:28]=1)[NH:5][C:6]1[C:15]2[C:10](=[CH:11][C:12]([O:24][CH3:25])=[C:13]([O:16][CH2:17][CH:18]3[CH2:23][CH2:22][N:21]([CH2:37][CH2:38][O:39][CH3:40])[CH2:20][CH2:19]3)[CH:14]=2)[N:9]=[CH:8][N:7]=1. The catalyst class is: 44. (4) Reactant: Cl[CH2:2][CH2:3][CH2:4][O:5][C:6]1[CH:14]=[CH:13][C:9]([C:10]([NH2:12])=[O:11])=[CH:8][CH:7]=1.[CH2:15]1[C@H:19]2[CH2:20][CH2:21][CH2:22][C@H:18]2[CH2:17][NH:16]1.O.C(O)(C)C. The catalyst class is: 66. Product: [CH2:15]1[C@H:19]2[CH2:20][CH2:21][CH2:22][C@H:18]2[CH2:17][N:16]1[CH2:2][CH2:3][CH2:4][O:5][C:6]1[CH:14]=[CH:13][C:9]([C:10]([NH2:12])=[O:11])=[CH:8][CH:7]=1. (5) Reactant: Cl[C:2]1[N:7]=[C:6]([O:8][CH3:9])[CH:5]=[CH:4][N:3]=1.[CH2:10]([O:12][C:13]([N:15]1[CH2:20][CH2:19][CH:18]([NH2:21])[CH2:17][CH2:16]1)=[O:14])[CH3:11]. Product: [CH2:10]([O:12][C:13]([N:15]1[CH2:16][CH2:17][CH:18]([NH:21][C:2]2[N:7]=[C:6]([O:8][CH3:9])[CH:5]=[CH:4][N:3]=2)[CH2:19][CH2:20]1)=[O:14])[CH3:11]. The catalyst class is: 37.